This data is from Full USPTO retrosynthesis dataset with 1.9M reactions from patents (1976-2016). The task is: Predict the reactants needed to synthesize the given product. The reactants are: [CH2:1]([N:8]=[C:9]=[O:10])[CH2:2][CH2:3][CH2:4][CH2:5][CH2:6][CH3:7].[CH2:11]([O:13][C@@H:14]([CH2:18][C:19]1[CH:24]=[CH:23][C:22]([C:25]2[S:29][C:28]([NH:30][CH3:31])=[N:27][CH:26]=2)=[CH:21][CH:20]=1)[C:15]([O-:17])=[O:16])[CH3:12].Cl[CH2:33]Cl. Given the product [CH2:11]([O:13][C@@H:14]([CH2:18][C:19]1[CH:20]=[CH:21][C:22]([C:25]2[S:29][C:28]([N:30]([CH3:31])[C:9]([NH:8][CH2:1][CH2:2][CH2:3][CH2:4][CH2:5][CH2:6][CH3:7])=[O:10])=[N:27][CH:26]=2)=[CH:23][CH:24]=1)[C:15]([O:17][CH3:33])=[O:16])[CH3:12], predict the reactants needed to synthesize it.